This data is from Forward reaction prediction with 1.9M reactions from USPTO patents (1976-2016). The task is: Predict the product of the given reaction. Given the reactants [C:1]([O:5][CH2:6][CH2:7][C:8]1[CH:13]=[CH:12][C:11]([N:14]2[C:18]3=[N:19][CH:20]=[C:21]([NH2:24])[C:22]([CH3:23])=[C:17]3[N:16]=[C:15]2[CH2:25][CH3:26])=[CH:10][CH:9]=1)(=[O:4])[CH2:2][CH3:3].N1C=CC=CC=1.[CH3:33][S:34](Cl)(=[O:36])=[O:35], predict the reaction product. The product is: [C:1]([O:5][CH2:6][CH2:7][C:8]1[CH:13]=[CH:12][C:11]([N:14]2[C:18]3=[N:19][CH:20]=[C:21]([NH:24][S:34]([CH3:33])(=[O:36])=[O:35])[C:22]([CH3:23])=[C:17]3[N:16]=[C:15]2[CH2:25][CH3:26])=[CH:10][CH:9]=1)(=[O:4])[CH2:2][CH3:3].